Dataset: Peptide-MHC class I binding affinity with 185,985 pairs from IEDB/IMGT. Task: Regression. Given a peptide amino acid sequence and an MHC pseudo amino acid sequence, predict their binding affinity value. This is MHC class I binding data. (1) The peptide sequence is TYQWIIRNW. The MHC is HLA-A11:01 with pseudo-sequence HLA-A11:01. The binding affinity (normalized) is 0.0847. (2) The peptide sequence is KSSLNISGY. The MHC is HLA-B58:01 with pseudo-sequence HLA-B58:01. The binding affinity (normalized) is 0.664.